From a dataset of Forward reaction prediction with 1.9M reactions from USPTO patents (1976-2016). Predict the product of the given reaction. (1) Given the reactants [CH3:1][C:2]([C@:4]1([O:25][C:26]([CH3:28])=[O:27])[C@@:8]2([CH3:24])[CH2:9][CH2:10][C@@H:11]3[C@:21]4([CH3:22])[C:15](=[CH:16][C:17]([CH2:19][CH2:20]4)=[O:18])[C:14]([Cl:23])=[CH:13][C@H:12]3[C@@H:7]2[CH2:6][CH2:5]1)=[O:3].C(C1C(=O)C(Cl)=C(Cl)C(=O)C=1C#N)#N, predict the reaction product. The product is: [CH3:1][C:2]([C@:4]1([O:25][C:26]([CH3:28])=[O:27])[C@@:8]2([CH3:24])[CH2:9][CH2:10][C@@H:11]3[C@:21]4([CH3:22])[C:15](=[CH:16][C:17]([CH:19]=[CH:20]4)=[O:18])[C:14]([Cl:23])=[CH:13][C@H:12]3[C@@H:7]2[CH2:6][CH2:5]1)=[O:3]. (2) Given the reactants C12BC(CCC1)CCC2.[N+:10]([C:13]1[CH:18]=[CH:17][C:16]([C:19]2[C:23]([C:24]3[CH:29]=[CH:28][N:27]=[C:26]4[N:30]([S:33]([C:36]5[CH:41]=[CH:40][CH:39]=[CH:38][CH:37]=5)(=[O:35])=[O:34])[CH:31]=[CH:32][C:25]=34)=[CH:22][N:21]([CH2:42][CH:43]=[CH2:44])[N:20]=2)=[CH:15][CH:14]=1)([O-:12])=[O:11].[O:45]1CCCC1, predict the reaction product. The product is: [N+:10]([C:13]1[CH:14]=[CH:15][C:16]([C:19]2[C:23]([C:24]3[CH:29]=[CH:28][N:27]=[C:26]4[N:30]([S:33]([C:36]5[CH:41]=[CH:40][CH:39]=[CH:38][CH:37]=5)(=[O:35])=[O:34])[CH:31]=[CH:32][C:25]=34)=[CH:22][N:21]([CH2:42][CH2:43][CH2:44][OH:45])[N:20]=2)=[CH:17][CH:18]=1)([O-:12])=[O:11]. (3) The product is: [CH2:1]([C:7]1([C:12]2[CH:13]=[C:14]([OH:19])[C:15]3[C@@H:24]4[CH2:25][C:20]([CH3:30])=[CH:21][CH2:22][C@H:23]4[C:26]([CH3:28])([CH3:27])[O:18][C:16]=3[CH:17]=2)[S:8][CH2:9][CH2:10][S:11]1)[CH2:2][CH2:3][CH2:4][CH2:5][CH3:6]. Given the reactants [CH2:1]([C:7]1([C:12]2[CH:13]=[C:14]([OH:19])[CH:15]=[C:16]([OH:18])[CH:17]=2)[S:11][CH2:10][CH2:9][S:8]1)[CH2:2][CH2:3][CH2:4][CH2:5][CH3:6].[C:20]1([CH3:30])[CH2:25][CH2:24][C:23]([CH:26]([CH3:28])[CH3:27])=[C:22](O)[CH:21]=1, predict the reaction product. (4) Given the reactants C(O[C:6](=O)[NH:7][C:8]1[CH:13]=[CH:12][C:11]([F:14])=[CH:10][C:9]=1[NH2:15])(C)(C)C.[CH:17]1([CH:23]=O)[CH2:22][CH2:21][CH2:20][CH2:19][CH2:18]1.[Cl:25][C:26]1[CH:36]=[CH:35][C:29]([O:30][CH2:31]C(O)=O)=[C:28]([CH3:37])[CH:27]=1.[CH:38]1([N+:44]#[C-:45])[CH2:43][CH2:42][CH2:41][CH2:40][CH2:39]1.Cl.C[OH:48], predict the reaction product. The product is: [Cl:25][C:26]1[CH:36]=[CH:35][C:29]([O:30][CH2:31][C:6]2[N:15]([CH:23]([CH:17]3[CH2:18][CH2:19][CH2:20][CH2:21][CH2:22]3)[C:45]([NH:44][CH:38]3[CH2:43][CH2:42][CH2:41][CH2:40][CH2:39]3)=[O:48])[C:9]3[CH:10]=[C:11]([F:14])[CH:12]=[CH:13][C:8]=3[N:7]=2)=[C:28]([CH3:37])[CH:27]=1.